From a dataset of Drug-target binding data from BindingDB using IC50 measurements. Regression. Given a target protein amino acid sequence and a drug SMILES string, predict the binding affinity score between them. We predict pIC50 (pIC50 = -log10(IC50 in M); higher means more potent). Dataset: bindingdb_ic50. The drug is c1ccc(-c2ccccc2CCn2cnc(-c3cc(-c4c[nH]nn4)ccn3)c2)cc1. The target protein sequence is MASVPVYCLCRLPYDVTRFMIECDMCQDWFHGSCVGVEEEKAADIDLYHCPNCEVLHGPSIMKKRRGSSKGHDTHKGKPVKTGSPTFVRELRSRTFDSSDEVILKPTGNQLTVEFLEENSFSVPILVLKKDGLGMTLPSPSFTVRDVEHYVGSDKEIDVIDVTRQADCKMKLGDFVKYYYSGKREKVLNVISLEFSDTRLSNLVETPKIVRKLSWVENLWPEECVFERPNVQKYCLMSVRDSYTDFHIDFGGTSVWYHVLKGEKIFYLIRPTNANLTLFECWSSSSNQNEMFFGDQVDKCYKCSVKQGQTLFIPTGWIHAVLTPVDCLAFGGNFLHSLNIEMQLKAYEIEKRLSTADLFRFPNFETICWYVGKHILDIFRGLRENRRHPASYLVHGGKALNLAFRAWTRKEALPDHEDEIPETVRTVQLIKDLAREIRLVEDIFQQNVGKTSNIFGLQRIFPAGSIPLTRPAHSTSVSMSRLSLPSKNGSKKKGLKPKEL.... The pIC50 is 5.3.